Dataset: Forward reaction prediction with 1.9M reactions from USPTO patents (1976-2016). Task: Predict the product of the given reaction. (1) The product is: [CH:41]1([C:37]2[CH:38]=[N:39][C:22]3[N:21]([C:19]([NH:18][CH:13]([C:4]4[CH:5]=[CH:6][C:7]([O:8][C:9]([F:12])([F:11])[F:10])=[C:2]([F:1])[CH:3]=4)[C:14]([OH:17])([CH3:16])[CH3:15])=[O:20])[CH2:26][C:25](=[O:27])[N:24]([CH2:28][O:29][CH2:30][CH2:31][Si:32]([CH3:35])([CH3:34])[CH3:33])[C:23]=3[CH:36]=2)[CH2:43][CH2:42]1. Given the reactants [F:1][C:2]1[CH:3]=[C:4]([CH:13]([NH:18][C:19]([N:21]2[CH2:26][C:25](=[O:27])[N:24]([CH2:28][O:29][CH2:30][CH2:31][Si:32]([CH3:35])([CH3:34])[CH3:33])[C:23]3[CH:36]=[C:37](I)[CH:38]=[N:39][C:22]2=3)=[O:20])[C:14]([OH:17])([CH3:16])[CH3:15])[CH:5]=[CH:6][C:7]=1[O:8][C:9]([F:12])([F:11])[F:10].[CH:41]1(B(O)O)[CH2:43][CH2:42]1.P([O-])([O-])([O-])=O.[K+].[K+].[K+].C1(P(C2CCCCC2)C2CCCCC2)CCCCC1, predict the reaction product. (2) Given the reactants [CH3:1][C@H:2]1[CH2:19][C@@:17]2([CH3:18])[C@@H:13]([CH2:14][CH2:15][C:16]2=[O:20])[C@H:12]2[C@H:3]1[C@@H:4]1[C:9]([CH2:10][CH2:11]2)=[CH:8][C:7](=[O:21])[CH2:6][CH2:5]1.O1CCO[CH2:24][CH2:23]1.C(OCC)(OCC)OCC.C(=O)([O-])O.[Na+], predict the reaction product. The product is: [CH2:23]([O:21][C:7]1[CH2:6][CH2:5][C@H:4]2[C:9](=[CH:10][CH2:11][C@@H:12]3[C@@H:3]2[C@@H:2]([CH3:1])[CH2:19][C@@:17]2([CH3:18])[C@H:13]3[CH2:14][CH2:15][C:16]2=[O:20])[CH:8]=1)[CH3:24]. (3) The product is: [C:1]([O:4][CH2:5][CH2:6][O:7][C:8]1[CH:31]=[CH:30][C:11]([C:12]([N:14]2[C:20]3[CH:21]=[CH:22][CH:23]=[CH:24][C:19]=3[CH2:18][N:17]([CH2:25][C:26](=[O:27])[NH:38][NH:37][C:33](=[O:36])[CH2:34][CH3:35])[C:16](=[O:29])[CH2:15]2)=[O:13])=[C:10]([Cl:32])[CH:9]=1)(=[O:3])[CH3:2]. Given the reactants [C:1]([O:4][CH2:5][CH2:6][O:7][C:8]1[CH:31]=[CH:30][C:11]([C:12]([N:14]2[C:20]3[CH:21]=[CH:22][CH:23]=[CH:24][C:19]=3[CH2:18][N:17]([CH2:25][C:26](O)=[O:27])[C:16](=[O:29])[CH2:15]2)=[O:13])=[C:10]([Cl:32])[CH:9]=1)(=[O:3])[CH3:2].[C:33]([NH:37][NH2:38])(=[O:36])[CH2:34][CH3:35].O.OC1C2N=NNC=2C=CC=1.Cl.C(N=C=NCCCN(C)C)C, predict the reaction product.